From a dataset of Reaction yield outcomes from USPTO patents with 853,638 reactions. Predict the reaction yield, written as a fraction of the theoretical maximum amount of product (1.0 means a 100% yield; for example, 0.34 means a 34% yield). (1) The reactants are [Si:1]([O:18][CH2:19][CH2:20][N:21]([CH2:52]C)[C:22](=[O:51])[CH2:23][C@@H:24]([NH:33][C:34]1[CH:39]=[CH:38][C:37]([S:40](=[O:43])(=[O:42])[NH2:41])=[CH:36][C:35]=1[S:44]([C:47]([F:50])([F:49])[F:48])(=[O:46])=[O:45])[CH2:25][S:26][C:27]1[CH:32]=[CH:31][CH:30]=[CH:29][CH:28]=1)([C:14]([CH3:17])([CH3:16])[CH3:15])([C:8]1[CH:13]=[CH:12][CH:11]=[CH:10][CH:9]=1)[C:2]1[CH:7]=[CH:6][CH:5]=[CH:4][CH:3]=1.C1(SC[C@H](NC2C=CC(S(=O)(=O)N)=CC=2S(C(F)(F)F)(=O)=O)CC(O)=O)C=CC=CC=1.[Si](OCCNC)(C(C)(C)C)(C1C=CC=CC=1)C1C=CC=CC=1. The yield is 0.930. No catalyst specified. The product is [Si:1]([O:18][CH2:19][CH2:20][N:21]([CH3:52])[C:22](=[O:51])[CH2:23][C@@H:24]([NH:33][C:34]1[CH:39]=[CH:38][C:37]([S:40](=[O:42])(=[O:43])[NH2:41])=[CH:36][C:35]=1[S:44]([C:47]([F:50])([F:48])[F:49])(=[O:46])=[O:45])[CH2:25][S:26][C:27]1[CH:32]=[CH:31][CH:30]=[CH:29][CH:28]=1)([C:14]([CH3:15])([CH3:16])[CH3:17])([C:2]1[CH:3]=[CH:4][CH:5]=[CH:6][CH:7]=1)[C:8]1[CH:13]=[CH:12][CH:11]=[CH:10][CH:9]=1. (2) The yield is 0.420. The product is [NH2:5][C:6]1[N:11]=[CH:10][C:9](/[CH:12]=[CH:13]/[C:14]([N:18]([CH3:17])[CH2:19][C:20]2[S:24][C:23]3[CH:25]=[CH:26][S:27][C:22]=3[CH:21]=2)=[O:16])=[CH:8][CH:7]=1. The reactants are C(Cl)CCl.[NH2:5][C:6]1[N:11]=[CH:10][C:9](/[CH:12]=[CH:13]/[C:14]([OH:16])=O)=[CH:8][CH:7]=1.[CH3:17][NH:18][CH2:19][C:20]1[S:24][C:23]2[CH:25]=[CH:26][S:27][C:22]=2[CH:21]=1.C1C=CC2N(O)N=NC=2C=1.CCN(CC)CC. The catalyst is CN(C=O)C.O.